This data is from Catalyst prediction with 721,799 reactions and 888 catalyst types from USPTO. The task is: Predict which catalyst facilitates the given reaction. (1) Reactant: [CH:1]1([CH:4]([S:9][CH2:10][C:11]([O:13]CC)=O)[CH2:5][N+:6]([O-])=O)[CH2:3][CH2:2]1. Product: [CH:1]1([CH:4]2[CH2:5][NH:6][C:11](=[O:13])[CH2:10][S:9]2)[CH2:3][CH2:2]1. The catalyst class is: 565. (2) Reactant: C[O:2][C:3](=[O:30])[C:4]([NH:7][C:8]([C:10]1[CH:19]=[CH:18][C:17]2[C:12](=[CH:13][CH:14]=[CH:15][CH:16]=2)[C:11]=1[O:20][CH2:21][C:22]1[CH:23]=[N:24][C:25](Cl)=[C:26]([Cl:28])[CH:27]=1)=[O:9])([CH3:6])[CH3:5].[O-:31][CH2:32][CH3:33].[Na+].O.Cl. Product: [Cl:28][C:26]1[CH:27]=[C:22]([CH2:21][O:20][C:11]2[C:12]3[C:17](=[CH:16][CH:15]=[CH:14][CH:13]=3)[CH:18]=[CH:19][C:10]=2[C:8]([NH:7][C:4]([CH3:6])([CH3:5])[C:3]([OH:2])=[O:30])=[O:9])[CH:23]=[N:24][C:25]=1[O:31][CH2:32][CH3:33]. The catalyst class is: 14. (3) Reactant: [C:1]([CH2:4][CH2:5][C@H:6]([N:10]1[C:18](=[O:19])[C:17]2[C:12](=[CH:13][CH:14]=[CH:15][C:16]=2[CH2:20][NH:21][C:22]([CH:24]2[CH2:26][CH2:25]2)=[O:23])[C:11]1=[O:27])[C:7]([OH:9])=O)(=[O:3])[NH2:2].S(Cl)(Cl)=O.N1C=CC=CC=1.C(N(CC)CC)C. Product: [O:9]=[C:7]1[C@@H:6]([N:10]2[C:18](=[O:19])[C:17]3[C:12](=[CH:13][CH:14]=[CH:15][C:16]=3[CH2:20][NH:21][C:22]([CH:24]3[CH2:26][CH2:25]3)=[O:23])[C:11]2=[O:27])[CH2:5][CH2:4][C:1](=[O:3])[NH:2]1. The catalyst class is: 2. (4) Reactant: [OH:1][CH:2]1[CH2:7][CH2:6][CH2:5][NH:4][CH2:3]1.[CH2:8]=[C:9]1[O:13][C:11](=[O:12])[CH2:10]1. Product: [OH:1][CH:2]1[CH2:7][CH2:6][CH2:5][N:4]([C:11](=[O:12])[CH2:10][C:9](=[O:13])[CH3:8])[CH2:3]1. The catalyst class is: 7. (5) Reactant: Cl[C:2]1[C:7](Cl)=[CH:6][CH:5]=[CH:4][C:3]=1[N:9]1[CH2:15][CH2:14][CH2:13][N:12]([CH2:16][CH2:17][CH2:18][CH2:19][O:20][C:21]2[CH:30]=[C:29]3[C:24]([CH:25]=[CH:26][C:27](=[O:31])[NH:28]3)=[CH:23][CH:22]=2)[CH2:11][CH2:10]1.[Na+].[I-].Cl.[CH:35]([O:38]C1C=CC=CC=1N1CCCNCC1)([CH3:37])[CH3:36].C([O-])([O-])=O.[K+].[K+]. Product: [CH:35]([O:38][C:2]1[CH:7]=[CH:6][CH:5]=[CH:4][C:3]=1[N:9]1[CH2:15][CH2:14][CH2:13][N:12]([CH2:16][CH2:17][CH2:18][CH2:19][O:20][C:21]2[CH:30]=[C:29]3[C:24]([CH2:25][CH2:26][C:27](=[O:31])[NH:28]3)=[CH:23][CH:22]=2)[CH2:11][CH2:10]1)([CH3:37])[CH3:36]. The catalyst class is: 144. (6) Reactant: [C:1](OC(=O)C)(=[O:3])[CH3:2].[Cl-].[F:9][C:10]1[C:15]([N:16]([CH3:36])[C:17]([C:19]2[N:23]([CH3:24])[N:22]=[C:21]([C:25]([F:31])([F:30])[C:26]([F:29])([F:28])[F:27])[C:20]=2[C:32]([F:35])([F:34])[F:33])=[O:18])=[CH:14][CH:13]=[C:12]([F:37])[C:11]=1[CH2:38][NH3+:39].N1C=CC=CC=1. Product: [C:1]([NH:39][CH2:38][C:11]1[C:10]([F:9])=[C:15]([N:16]([CH3:36])[C:17]([C:19]2[N:23]([CH3:24])[N:22]=[C:21]([C:25]([F:31])([F:30])[C:26]([F:29])([F:27])[F:28])[C:20]=2[C:32]([F:33])([F:34])[F:35])=[O:18])[CH:14]=[CH:13][C:12]=1[F:37])(=[O:3])[CH3:2]. The catalyst class is: 1. (7) Reactant: [CH2:1]([O:3][C:4](=[O:19])[CH:5]([O:16][CH2:17][CH3:18])[CH2:6][C:7]1[CH:15]=[CH:14][CH:13]=[C:12]2[C:8]=1[CH:9]=[CH:10][NH:11]2)[CH3:2].Cl[CH2:21][C:22]1[N:23]=[C:24]([C:28]2[CH:33]=[CH:32][CH:31]=[CH:30][C:29]=2[CH3:34])[O:25][C:26]=1[CH3:27].[H-].[Na+]. Product: [CH2:1]([O:3][C:4](=[O:19])[CH:5]([O:16][CH2:17][CH3:18])[CH2:6][C:7]1[CH:15]=[CH:14][CH:13]=[C:12]2[C:8]=1[CH:9]=[CH:10][N:11]2[CH2:21][C:22]1[N:23]=[C:24]([C:28]2[CH:33]=[CH:32][CH:31]=[CH:30][C:29]=2[CH3:34])[O:25][C:26]=1[CH3:27])[CH3:2]. The catalyst class is: 9. (8) Reactant: [C:1]([C:3]1[CH:42]=[CH:41][C:6]([CH2:7][N:8]([CH2:33][C:34]([O:36][C:37]([CH3:40])([CH3:39])[CH3:38])=[O:35])[C:9](=[O:32])[C:10]2[CH:15]=[CH:14][C:13]([NH:16][C:17](=[O:31])[CH2:18][C:19]3[CH:24]=[CH:23][C:22]([O:25][CH3:26])=[CH:21][C:20]=3[C:27]([F:30])([F:29])[F:28])=[CH:12][CH:11]=2)=[CH:5][CH:4]=1)#[N:2].C(N(CC)CC)C.Cl.[NH2:51][OH:52]. Product: [OH:52][NH:51][C:1]([C:3]1[CH:42]=[CH:41][C:6]([CH2:7][N:8]([CH2:33][C:34]([O:36][C:37]([CH3:38])([CH3:40])[CH3:39])=[O:35])[C:9](=[O:32])[C:10]2[CH:11]=[CH:12][C:13]([NH:16][C:17](=[O:31])[CH2:18][C:19]3[CH:24]=[CH:23][C:22]([O:25][CH3:26])=[CH:21][C:20]=3[C:27]([F:29])([F:28])[F:30])=[CH:14][CH:15]=2)=[CH:5][CH:4]=1)=[NH:2]. The catalyst class is: 18. (9) Reactant: [NH2:1][C@H:2]([C:7]([OH:9])=[O:8])[CH2:3][C:4]([OH:6])=[O:5].[ClH:10].[O-2].[Mg+2:12]. Product: [ClH:10].[NH2:1][C@H:2]([C:7]([O-:9])=[O:8])[CH2:3][C:4]([O-:6])=[O:5].[Mg+2:12]. The catalyst class is: 6. (10) Reactant: C(OC([NH:8][CH2:9][C@H:10]1[CH2:15][CH2:14][C@H:13]([C:16]([NH:18][C@H:19]([C:50](=[O:62])[NH:51][C:52]2[CH:61]=[CH:60][C:55]3[NH:56][C:57](=[O:59])[O:58][C:54]=3[CH:53]=2)[CH2:20][C:21]2[CH:26]=[CH:25][C:24]([C:27]3[CH:32]=[CH:31][C:30]([C:33]([NH:35][CH:36]4[CH2:41][CH2:40][N:39](C(OC(C)(C)C)=O)[CH2:38][CH2:37]4)=[O:34])=[CH:29][C:28]=3[CH3:49])=[CH:23][CH:22]=2)=[O:17])[CH2:12][CH2:11]1)=O)(C)(C)C.[ClH:63]. Product: [ClH:63].[NH2:8][CH2:9][C@H:10]1[CH2:15][CH2:14][C@H:13]([C:16]([NH:18][C@H:19]([C:50](=[O:62])[NH:51][C:52]2[CH:61]=[CH:60][C:55]3[NH:56][C:57](=[O:59])[O:58][C:54]=3[CH:53]=2)[CH2:20][C:21]2[CH:26]=[CH:25][C:24]([C:27]3[CH:32]=[CH:31][C:30]([C:33]([NH:35][CH:36]4[CH2:37][CH2:38][NH:39][CH2:40][CH2:41]4)=[O:34])=[CH:29][C:28]=3[CH3:49])=[CH:23][CH:22]=2)=[O:17])[CH2:12][CH2:11]1. The catalyst class is: 12.